From a dataset of Forward reaction prediction with 1.9M reactions from USPTO patents (1976-2016). Predict the product of the given reaction. Given the reactants [Si:1]([O:8][CH2:9][C:10]([F:14])([F:13])[CH2:11][OH:12])([C:4]([CH3:7])([CH3:6])[CH3:5])([CH3:3])[CH3:2].[H-].[Na+].[CH3:17]I, predict the reaction product. The product is: [C:4]([Si:1]([O:8][CH2:9][C:10]([F:13])([F:14])[CH2:11][O:12][CH3:17])([CH3:3])[CH3:2])([CH3:7])([CH3:6])[CH3:5].